This data is from Peptide-MHC class II binding affinity with 134,281 pairs from IEDB. The task is: Regression. Given a peptide amino acid sequence and an MHC pseudo amino acid sequence, predict their binding affinity value. This is MHC class II binding data. (1) The peptide sequence is GHAYLLLPNTESARK. The MHC is HLA-DQA10101-DQB10501 with pseudo-sequence HLA-DQA10101-DQB10501. The binding affinity (normalized) is 0.227. (2) The peptide sequence is LGLTQPFLGLCAFLA. The MHC is DRB1_1101 with pseudo-sequence DRB1_1101. The binding affinity (normalized) is 0.638.